The task is: Regression/Classification. Given a drug SMILES string, predict its absorption, distribution, metabolism, or excretion properties. Task type varies by dataset: regression for continuous measurements (e.g., permeability, clearance, half-life) or binary classification for categorical outcomes (e.g., BBB penetration, CYP inhibition). Dataset: cyp2d6_veith.. This data is from CYP2D6 inhibition data for predicting drug metabolism from PubChem BioAssay. (1) The molecule is Cn1cccc1C(=O)N1CCC2(CCCN(C(=O)Nc3cccc(C#N)c3)C2)CC1. The result is 0 (non-inhibitor). (2) The drug is N#C/C(=C(\O)C(=O)O)c1ccc(-c2cccc3ccccc23)cc1. The result is 0 (non-inhibitor). (3) The drug is COc1ccc(S(N)(=O)=O)cc1C(=O)NCCCN1CCN(c2cccc(Cl)c2)CC1.CS(=O)(=O)O. The result is 0 (non-inhibitor). (4) The compound is CSc1nncc(/C(C)=N\Nc2ccccc2)n1. The result is 0 (non-inhibitor). (5) The molecule is C=CC[C@@H]1C=C[C@H](O/N=C(\C)CCN2CCc3nc(-c4ccccc4)c(-c4ccccc4)cc3C2)[C@H](CO)O1. The result is 0 (non-inhibitor). (6) The molecule is COCC(=O)N1CCC[C@@]2(CCN(Cc3cc(C(F)(F)F)cc(C(F)(F)F)c3)C2)C1. The result is 1 (inhibitor). (7) The drug is COc1ccc(CCN)cc1O. The result is 0 (non-inhibitor). (8) The drug is C[C@@]1(C(=O)O)[C@H]2CC[C@H](O2)[C@]1(C)C(=O)O. The result is 0 (non-inhibitor). (9) The molecule is Cc1nc(N2CCN(c3ccccc3)CC2)[nH]c(=O)c1Cc1cccc2ccccc12. The result is 0 (non-inhibitor). (10) The molecule is CCCC(C(=O)Nc1nccs1)c1ccccc1. The result is 1 (inhibitor).